From a dataset of Full USPTO retrosynthesis dataset with 1.9M reactions from patents (1976-2016). Predict the reactants needed to synthesize the given product. Given the product [Cl:1][C:2]1[CH:3]=[C:4]([CH2:9][C:10]([NH:26][CH2:27][C:28]2[CH:29]=[C:30]3[C:34](=[CH:35][CH:36]=2)[C:33](=[O:37])[N:32]([CH:38]2[CH2:43][CH2:42][C:41](=[O:44])[NH:40][C:39]2=[O:45])[CH2:31]3)=[O:12])[CH:5]=[CH:6][C:7]=1[Cl:8], predict the reactants needed to synthesize it. The reactants are: [Cl:1][C:2]1[CH:3]=[C:4]([CH2:9][C:10]([OH:12])=O)[CH:5]=[CH:6][C:7]=1[Cl:8].C1N=CN(C(N2C=NC=C2)=O)C=1.Cl.[NH2:26][CH2:27][C:28]1[CH:29]=[C:30]2[C:34](=[CH:35][CH:36]=1)[C:33](=[O:37])[N:32]([CH:38]1[CH2:43][CH2:42][C:41](=[O:44])[NH:40][C:39]1=[O:45])[CH2:31]2.O.